Dataset: Forward reaction prediction with 1.9M reactions from USPTO patents (1976-2016). Task: Predict the product of the given reaction. (1) Given the reactants C(O)(=O)C.O.[I:6][C:7]1[CH:12]=[CH:11][C:10]([NH:13][CH3:14])=[C:9]([N+:15]([O-])=O)[CH:8]=1, predict the reaction product. The product is: [I:6][C:7]1[CH:8]=[C:9]([NH2:15])[C:10]([NH:13][CH3:14])=[CH:11][CH:12]=1. (2) Given the reactants [Cl:1][C:2]1[CH:3]=[C:4]2[C:8](=[CH:9][CH:10]=1)[NH:7][CH:6]=[C:5]2[CH2:11][CH2:12][NH:13][C:14](=[O:23])[C:15]1[CH:20]=[CH:19][CH:18]=[C:17]([CH2:21]Cl)[CH:16]=1.[CH:24]1([NH2:30])[CH2:29][CH2:28][CH2:27][CH2:26][CH2:25]1.[I-].[Na+], predict the reaction product. The product is: [Cl:1][C:2]1[CH:3]=[C:4]2[C:8](=[CH:9][CH:10]=1)[NH:7][CH:6]=[C:5]2[CH2:11][CH2:12][NH:13][C:14](=[O:23])[C:15]1[CH:20]=[CH:19][CH:18]=[C:17]([CH2:21][NH:30][CH:24]2[CH2:29][CH2:28][CH2:27][CH2:26][CH2:25]2)[CH:16]=1. (3) Given the reactants Cl[C:2]1[C:7]([F:8])=[C:6]([Cl:9])[N:5]=[CH:4][N:3]=1.C(=O)([O-])[O-].Cl.[CH3:15][C@H:16]1[CH2:22][CH2:21][CH2:20][C@H:19]([CH3:23])[CH2:18][NH:17]1.[Cl-].[NH4+], predict the reaction product. The product is: [Cl:9][C:6]1[N:5]=[CH:4][N:3]=[C:2]([N:17]2[CH2:18][C@@H:19]([CH3:23])[CH2:20][CH2:21][CH2:22][C@@H:16]2[CH3:15])[C:7]=1[F:8]. (4) Given the reactants [Br:1][C:2]1[CH:9]=[CH:8][C:5]([CH2:6]Br)=[CH:4][CH:3]=1.[C:10]1([P:16]([C:23]2[CH:28]=[CH:27][CH:26]=[CH:25][CH:24]=2)[C:17]2[CH:22]=[CH:21][CH:20]=[CH:19][CH:18]=2)[CH:15]=[CH:14][CH:13]=[CH:12][CH:11]=1, predict the reaction product. The product is: [Br-:1].[Br:1][C:2]1[CH:9]=[CH:8][C:5]([CH2:6][P+:16]([C:17]2[CH:18]=[CH:19][CH:20]=[CH:21][CH:22]=2)([C:23]2[CH:28]=[CH:27][CH:26]=[CH:25][CH:24]=2)[C:10]2[CH:11]=[CH:12][CH:13]=[CH:14][CH:15]=2)=[CH:4][CH:3]=1. (5) Given the reactants [CH:1]([C:3]1[C:11]2[C:6](=[CH:7][CH:8]=[C:9]([CH:12]3[C:17]([C:18]#[N:19])=[C:16]([CH3:20])[NH:15][C:14]([CH3:21])=[C:13]3[C:22]#[N:23])[CH:10]=2)[NH:5][N:4]=1)=[O:2].[BH4-].[Na+], predict the reaction product. The product is: [OH:2][CH2:1][C:3]1[C:11]2[C:6](=[CH:7][CH:8]=[C:9]([CH:12]3[C:13]([C:22]#[N:23])=[C:14]([CH3:21])[NH:15][C:16]([CH3:20])=[C:17]3[C:18]#[N:19])[CH:10]=2)[NH:5][N:4]=1. (6) The product is: [CH3:38][C:34]([CH3:39])([CH2:35][CH2:36][CH3:37])[CH2:33][C:30]1[CH:29]=[CH:28][C:27]([CH2:26][CH:15]([NH:16][S:17]([C:20]2[CH:25]=[CH:24][CH:23]=[CH:22][N:21]=2)(=[O:18])=[O:19])[C:11]2[N:10]=[C:9]([NH:8][CH2:40][C:41]([OH:43])=[O:42])[CH:14]=[CH:13][CH:12]=2)=[CH:32][CH:31]=1. Given the reactants C(OC([N:8]([CH2:40][C:41]([O:43]C(C)(C)C)=[O:42])[C:9]1[CH:14]=[CH:13][CH:12]=[C:11]([CH:15]([CH2:26][C:27]2[CH:32]=[CH:31][C:30]([CH2:33][C:34]([CH3:39])([CH3:38])[CH2:35][CH2:36][CH3:37])=[CH:29][CH:28]=2)[NH:16][S:17]([C:20]2[CH:25]=[CH:24][CH:23]=[CH:22][N:21]=2)(=[O:19])=[O:18])[N:10]=1)=O)(C)(C)C.FC(F)(F)C(O)=O, predict the reaction product. (7) Given the reactants Cl[C:2]1[CH:32]=[CH:31][CH:30]=[C:29]([C:33]([F:36])([F:35])[F:34])[C:3]=1[C:4]([N:6]1[C:14]2[C:9](=[CH:10][CH:11]=[C:12]([C:15](O)=[O:16])[CH:13]=2)[C:8]([C:18]2[CH:23]=[CH:22][C:21]([C:24]([O:26][CH3:27])=[O:25])=[CH:20][C:19]=2[F:28])=[N:7]1)=[O:5].[Cl-:37].[NH4+:38].CN(C(ON1N=NC2C=CC=NC1=2)=[N+](C)C)C.F[P-](F)(F)(F)(F)F.CCN(CC)CC, predict the reaction product. The product is: [C:15]([C:12]1[CH:13]=[C:14]2[C:9]([C:8]([C:18]3[CH:23]=[CH:22][C:21]([C:24]([O:26][CH3:27])=[O:25])=[CH:20][C:19]=3[F:28])=[N:7][N:6]2[C:4](=[O:5])[C:3]2[C:29]([C:33]([F:35])([F:34])[F:36])=[CH:30][CH:31]=[CH:32][C:2]=2[Cl:37])=[CH:10][CH:11]=1)(=[O:16])[NH2:38].